This data is from NCI-60 drug combinations with 297,098 pairs across 59 cell lines. The task is: Regression. Given two drug SMILES strings and cell line genomic features, predict the synergy score measuring deviation from expected non-interaction effect. (1) Drug 1: COC1=C(C=C2C(=C1)N=CN=C2NC3=CC(=C(C=C3)F)Cl)OCCCN4CCOCC4. Drug 2: C1=CN(C(=O)N=C1N)C2C(C(C(O2)CO)O)O.Cl. Cell line: M14. Synergy scores: CSS=22.0, Synergy_ZIP=-11.3, Synergy_Bliss=-0.856, Synergy_Loewe=-18.0, Synergy_HSA=0.279. (2) Drug 1: C1=CC(=CC=C1CC(C(=O)O)N)N(CCCl)CCCl.Cl. Drug 2: C(CN)CNCCSP(=O)(O)O. Cell line: HT29. Synergy scores: CSS=19.8, Synergy_ZIP=-1.61, Synergy_Bliss=6.35, Synergy_Loewe=-5.02, Synergy_HSA=2.61.